This data is from TCR-epitope binding with 47,182 pairs between 192 epitopes and 23,139 TCRs. The task is: Binary Classification. Given a T-cell receptor sequence (or CDR3 region) and an epitope sequence, predict whether binding occurs between them. (1) The epitope is RPHERNGFTVL. The TCR CDR3 sequence is CSVEDTGTAQGGYEQYF. Result: 0 (the TCR does not bind to the epitope). (2) The epitope is KLSALGINAV. The TCR CDR3 sequence is CASSFRTGPNTGELFF. Result: 0 (the TCR does not bind to the epitope). (3) Result: 0 (the TCR does not bind to the epitope). The epitope is MPASWVMRI. The TCR CDR3 sequence is CASSRTSGGSVQETQYF. (4) The epitope is TLIGDCATV. The TCR CDR3 sequence is CSAYTGEGGLYNEQFF. Result: 1 (the TCR binds to the epitope). (5) The epitope is HPKVSSEVHI. The TCR CDR3 sequence is CSVGSGDHGEQFF. Result: 0 (the TCR does not bind to the epitope).